From a dataset of Reaction yield outcomes from USPTO patents with 853,638 reactions. Predict the reaction yield, written as a fraction of the theoretical maximum amount of product (1.0 means a 100% yield; for example, 0.34 means a 34% yield). (1) The reactants are [C:1]([C:5]1[CH:11]=[CH:10][C:9]([N+:12]([O-:14])=[O:13])=[CH:8][C:6]=1N)([CH3:4])([CH3:3])[CH3:2].N([O-])=[O:16].[Na+].NC(N)=O.OS(O)(=O)=O.O. The catalyst is OS(O)(=O)=O.O. The product is [C:1]([C:5]1[CH:11]=[CH:10][C:9]([N+:12]([O-:14])=[O:13])=[CH:8][C:6]=1[OH:16])([CH3:4])([CH3:3])[CH3:2]. The yield is 0.620. (2) The reactants are C([O:3][C:4]([C:6]1[N:7]([CH2:13][O:14][CH2:15][CH2:16][Si:17]([CH3:20])([CH3:19])[CH3:18])[CH:8]=[C:9]([C:11]#[N:12])[N:10]=1)=[O:5])C.[OH-].[K+:22]. The catalyst is C(O)C. The product is [K+:22].[C:11]([C:9]1[N:10]=[C:6]([C:4]([O-:5])=[O:3])[N:7]([CH2:13][O:14][CH2:15][CH2:16][Si:17]([CH3:18])([CH3:19])[CH3:20])[CH:8]=1)#[N:12]. The yield is 1.00. (3) The reactants are O=C1C2C(=CC=CC=2)C(=O)[N:3]1[CH2:12][CH2:13][CH2:14][CH2:15][C:16]1[CH:21]=[CH:20][C:19]([S:22]([NH:25][C@@H:26]([CH:30]([CH3:32])[CH3:31])[C:27]([NH2:29])=[O:28])(=[O:24])=[O:23])=[CH:18][CH:17]=1.CN. No catalyst specified. The product is [NH2:3][CH2:12][CH2:13][CH2:14][CH2:15][C:16]1[CH:17]=[CH:18][C:19]([S:22]([NH:25][C@@H:26]([CH:30]([CH3:32])[CH3:31])[C:27]([NH2:29])=[O:28])(=[O:24])=[O:23])=[CH:20][CH:21]=1. The yield is 0.540. (4) The reactants are [CH3:1][N:2]([CH2:26][CH2:27][NH:28]C(=O)OC(C)(C)C)[C:3](=[O:25])[CH2:4][CH2:5]/[CH:6]=[CH:7]\[CH2:8]/[CH:9]=[CH:10]\[CH2:11]/[CH:12]=[CH:13]\[CH2:14]/[CH:15]=[CH:16]\[CH2:17]/[CH:18]=[CH:19]\[CH2:20]/[CH:21]=[CH:22]\[CH2:23][CH3:24].C(O)(C(F)(F)F)=O.C([O-])([O-])=O.[Na+].[Na+]. The catalyst is ClCCl. The product is [NH2:28][CH2:27][CH2:26][N:2]([CH3:1])[C:3](=[O:25])[CH2:4][CH2:5]/[CH:6]=[CH:7]\[CH2:8]/[CH:9]=[CH:10]\[CH2:11]/[CH:12]=[CH:13]\[CH2:14]/[CH:15]=[CH:16]\[CH2:17]/[CH:18]=[CH:19]\[CH2:20]/[CH:21]=[CH:22]\[CH2:23][CH3:24]. The yield is 0.970.